Dataset: Reaction yield outcomes from USPTO patents with 853,638 reactions. Task: Predict the reaction yield, written as a fraction of the theoretical maximum amount of product (1.0 means a 100% yield; for example, 0.34 means a 34% yield). (1) The reactants are [C:1]([O:5][C:6](=[O:15])[CH2:7]/[N:8]=[CH:9]/[CH2:10][C:11]([CH3:14])([CH3:13])[CH3:12])([CH3:4])([CH3:3])[CH3:2].[Cl:16][C:17]1[CH:22]=[CH:21][C:20](/[C:23](=[CH:26]/[C:27]2[CH:32]=[CH:31][CH:30]=[C:29]([F:33])[C:28]=2[F:34])/[C:24]#[N:25])=[C:19]([F:35])[CH:18]=1.C(N(CC)CC)C. The catalyst is ClCCl. The product is [C:1]([O:5][C:6]([CH:7]1[CH:26]([C:27]2[CH:32]=[CH:31][CH:30]=[C:29]([F:33])[C:28]=2[F:34])[C:23]([C:20]2[CH:21]=[CH:22][C:17]([Cl:16])=[CH:18][C:19]=2[F:35])([C:24]#[N:25])[CH:9]([CH2:10][C:11]([CH3:14])([CH3:13])[CH3:12])[NH:8]1)=[O:15])([CH3:4])([CH3:3])[CH3:2]. The yield is 0.440. (2) The reactants are Cl[C:2]1[CH:7]=[CH:6][C:5]([N+:8]([O-:10])=[O:9])=[CH:4][N:3]=1.[C:11]([N:18]1[CH2:23][CH2:22][NH:21][CH2:20][CH2:19]1)([O:13][C:14]([CH3:17])([CH3:16])[CH3:15])=[O:12]. The catalyst is CC#N. The product is [C:14]([O:13][C:11]([N:18]1[CH2:23][CH2:22][N:21]([C:2]2[CH:7]=[CH:6][C:5]([N+:8]([O-:10])=[O:9])=[CH:4][N:3]=2)[CH2:20][CH2:19]1)=[O:12])([CH3:17])([CH3:15])[CH3:16]. The yield is 0.950. (3) The reactants are [OH:1][CH2:2][C:3]([C:6]1[CH:10]=[C:9]([NH:11][C:12](=[O:26])[C:13]([CH3:25])([S:15]([CH2:18][CH:19]2[CH2:24][CH2:23][O:22][CH2:21][CH2:20]2)(=[O:17])=[O:16])[CH3:14])[O:8][N:7]=1)([CH3:5])[CH3:4].[H-].[Na+].[CH3:29]I. The catalyst is C1COCC1. The product is [CH3:29][O:1][CH2:2][C:3]([C:6]1[CH:10]=[C:9]([NH:11][C:12](=[O:26])[C:13]([CH3:14])([S:15]([CH2:18][CH:19]2[CH2:24][CH2:23][O:22][CH2:21][CH2:20]2)(=[O:17])=[O:16])[CH3:25])[O:8][N:7]=1)([CH3:5])[CH3:4]. The yield is 0.280. (4) The reactants are [C:1]1(C)C=CC=C[CH:2]=1.[CH2:8]([O:15][C:16]1[CH:17]=[C:18]([CH2:30][C:31]#[N:32])[CH:19]=[CH:20][C:21]=1[O:22][CH2:23][C:24]1[CH:29]=[CH:28][CH:27]=[CH:26][CH:25]=1)[C:9]1[CH:14]=[CH:13][CH:12]=[CH:11][CH:10]=1.BrCCCl. The catalyst is [N+](CCCC)(CCCC)(CCCC)CCCC.[Br-].[OH-].[Na+].O. The product is [CH2:8]([O:15][C:16]1[CH:17]=[C:18]([C:30]2([C:31]#[N:32])[CH2:2][CH2:1]2)[CH:19]=[CH:20][C:21]=1[O:22][CH2:23][C:24]1[CH:29]=[CH:28][CH:27]=[CH:26][CH:25]=1)[C:9]1[CH:10]=[CH:11][CH:12]=[CH:13][CH:14]=1. The yield is 0.660. (5) The reactants are [CH2:1]([NH:3][C:4]1[CH:9]=[CH:8][N:7]=[CH:6][C:5]=1[N+:10]([O-])=O)[CH3:2]. The catalyst is C(O)C.[Pd]. The product is [CH2:1]([NH:3][C:4]1[CH:9]=[CH:8][N:7]=[CH:6][C:5]=1[NH2:10])[CH3:2]. The yield is 0.940.